This data is from Catalyst prediction with 721,799 reactions and 888 catalyst types from USPTO. The task is: Predict which catalyst facilitates the given reaction. (1) Product: [NH2:22][C:21]1[C:16]([N:11]([CH2:4][C:5]2[CH:6]=[CH:7][CH:8]=[CH:9][CH:10]=2)[CH2:12][C@H:13]([OH:15])[CH3:14])=[N:17][C:18]([Br:25])=[CH:19][CH:20]=1. The catalyst class is: 186. Reactant: [Cl-].[NH4+].O.[CH2:4]([N:11]([C:16]1[C:21]([N+:22]([O-])=O)=[CH:20][CH:19]=[C:18]([Br:25])[N:17]=1)[CH2:12][C@H:13]([OH:15])[CH3:14])[C:5]1[CH:10]=[CH:9][CH:8]=[CH:7][CH:6]=1. (2) Reactant: [Br:1][C:2]1[N:7]=[C:6]2[N:8]([CH:12]([CH2:15][CH3:16])[CH2:13][CH3:14])[C:9]([OH:11])=[N:10][C:5]2=[N:4][CH:3]=1.C(N(CC)CC)C.[CH3:24][C:25]([O:28][C:29](O[C:29]([O:28][C:25]([CH3:27])([CH3:26])[CH3:24])=[O:30])=[O:30])([CH3:27])[CH3:26]. Product: [Br:1][C:2]1[N:7]=[C:6]2[N:8]([CH:12]([CH2:15][CH3:16])[CH2:13][CH3:14])[C:9](=[O:11])[N:10]([C:29]([O:28][C:25]([CH3:27])([CH3:26])[CH3:24])=[O:30])[C:5]2=[N:4][CH:3]=1. The catalyst class is: 2. (3) Reactant: [CH:1]1([C:4]2[N:9]=[C:8]([C:10]([NH:12][C:13]3[C:14]([C:19](O)=[O:20])=[N:15][N:16]([CH3:18])[CH:17]=3)=[O:11])[C:7]([NH:22][C:23]3[CH:24]=[N:25][CH:26]=[N:27][CH:28]=3)=[CH:6][CH:5]=2)[CH2:3][CH2:2]1.CN1CCOCC1.CN(C(ON1N=NC2C=CC=CC1=2)=[N+](C)C)C.F[P-](F)(F)(F)(F)F.[CH3:60][C:61]1([CH3:66])[CH2:65][CH2:64][CH2:63][NH:62]1. Product: [CH:1]1([C:4]2[N:9]=[C:8]([C:10](=[N:12][C:13]3[C:14]([C:19]([N:62]4[CH2:63][CH2:64][CH2:65][C:61]4([CH3:66])[CH3:60])=[O:20])=[N:15][N:16]([CH3:18])[CH:17]=3)[OH:11])[C:7]([NH:22][C:23]3[CH:28]=[N:27][CH:26]=[N:25][CH:24]=3)=[CH:6][CH:5]=2)[CH2:3][CH2:2]1. The catalyst class is: 3. (4) Reactant: [CH2:1]([O:4][C:5]([NH:7][C@@H:8](C)[CH2:9][C:10]([O:12][CH3:13])=[O:11])=[O:6])[CH:2]=[CH2:3].[C:15](OCC)(=O)[CH:16]=C.[H-].[Na+].Cl.[C:25]([OH:28])(=O)[CH3:26].[C:29]([BH3-])#N.[Na+]. Product: [OH:28][CH:25]1[CH2:26][C@H:15]([CH3:16])[N:7]([C:5]([O:4][CH2:1][CH:2]=[CH2:3])=[O:6])[CH2:8][CH:9]1[C:10]([O:12][CH2:13][CH3:29])=[O:11]. The catalyst class is: 224. (5) Reactant: [CH3:1][C:2]1[CH:7]=[CH:6][N:5]=[C:4]([NH:8][C:9]2[S:10][CH:11]=[C:12]([C:14]3[C:15]([C:19]([C:21]4[CH:26]=[CH:25][CH:24]=[CH:23][CH:22]=4)=[O:20])=[N:16][NH:17][CH:18]=3)[N:13]=2)[N:3]=1.[BH4-].[Na+]. The catalyst class is: 88. Product: [CH3:1][C:2]1[CH:7]=[CH:6][N:5]=[C:4]([NH:8][C:9]2[S:10][CH:11]=[C:12]([C:14]3[C:15]([CH:19]([C:21]4[CH:26]=[CH:25][CH:24]=[CH:23][CH:22]=4)[OH:20])=[N:16][NH:17][CH:18]=3)[N:13]=2)[N:3]=1. (6) Reactant: [CH3:1][O:2][C:3]1[CH:4]=[C:5]([NH:11][C:12]([NH:14][C:15]2[CH:25]=[CH:24][C:18]([O:19][CH2:20][C:21](O)=[O:22])=[C:17]([C:26](=[O:29])[CH2:27][CH3:28])[CH:16]=2)=[O:13])[CH:6]=[CH:7][C:8]=1[O:9][CH3:10].ON1C2C=CC=CC=2N=N1.Cl.C(N=C=NCCCN(C)C)C.[NH2:52][CH:53]([C:60]1[CH:65]=[CH:64][CH:63]=[CH:62][CH:61]=1)[C:54]1[CH:59]=[CH:58][CH:57]=[CH:56][CH:55]=1. The catalyst class is: 18. Product: [CH:53]([NH:52][C:21](=[O:22])[CH2:20][O:19][C:18]1[CH:24]=[CH:25][C:15]([NH:14][C:12]([NH:11][C:5]2[CH:6]=[CH:7][C:8]([O:9][CH3:10])=[C:3]([O:2][CH3:1])[CH:4]=2)=[O:13])=[CH:16][C:17]=1[C:26](=[O:29])[CH2:27][CH3:28])([C:60]1[CH:61]=[CH:62][CH:63]=[CH:64][CH:65]=1)[C:54]1[CH:59]=[CH:58][CH:57]=[CH:56][CH:55]=1. (7) Reactant: [CH:1]([C:4]1[S:5][CH:6]=[C:7]([C:9]([OH:11])=O)[N:8]=1)([CH3:3])[CH3:2].Cl.[O:13]1[C:18]2([CH2:23][CH2:22][N:21]([C:24]([O:26][C:27]([CH3:30])([CH3:29])[CH3:28])=[O:25])[CH2:20][CH2:19]2)[CH2:17][NH:16][CH2:15][CH2:14]1.C(N(CC)CC)C.CN(C(ON1N=NC2C=CC=NC1=2)=[N+](C)C)C.F[P-](F)(F)(F)(F)F. Product: [CH:1]([C:4]1[S:5][CH:6]=[C:7]([C:9]([N:16]2[CH2:17][C:18]3([CH2:23][CH2:22][N:21]([C:24]([O:26][C:27]([CH3:30])([CH3:29])[CH3:28])=[O:25])[CH2:20][CH2:19]3)[O:13][CH2:14][CH2:15]2)=[O:11])[N:8]=1)([CH3:2])[CH3:3]. The catalyst class is: 3.